Task: Predict the reaction yield, written as a fraction of the theoretical maximum amount of product (1.0 means a 100% yield; for example, 0.34 means a 34% yield).. Dataset: Reaction yield outcomes from USPTO patents with 853,638 reactions (1) The reactants are I[C:2]1[CH:3]=[C:4]([C:8]2([CH3:23])[CH:13]3[CH:9]2[CH2:10][N:11]([CH2:14][CH2:15][CH2:16][C:17]2[CH:22]=[CH:21][CH:20]=[CH:19][CH:18]=2)[CH2:12]3)[CH:5]=[CH:6][CH:7]=1.[C-:24]#[N:25].[K+]. The yield is 0.440. The catalyst is C1(C)C=CC=CC=1. The product is [CH3:23][C:8]1([C:4]2[CH:3]=[C:2]([CH:7]=[CH:6][CH:5]=2)[C:24]#[N:25])[CH:13]2[CH:9]1[CH2:10][N:11]([CH2:14][CH2:15][CH2:16][C:17]1[CH:22]=[CH:21][CH:20]=[CH:19][CH:18]=1)[CH2:12]2. (2) The reactants are [NH:1]1[C:9]2[C:4](=[CH:5][CH:6]=[CH:7][N:8]=2)[CH2:3][CH2:2]1.O.C1(C)C=CC(S(O)(=O)=O)=CC=1.[Br:22]N1C(C)(C)C(=O)N(Br)C1=O. The catalyst is C(Cl)Cl. The product is [Br:22][C:6]1[CH:5]=[C:4]2[C:9](=[N:8][CH:7]=1)[NH:1][CH2:2][CH2:3]2. The yield is 0.440. (3) The reactants are Cl[C:2]1[C:11]2[C:6](=[CH:7][CH:8]=[CH:9][CH:10]=2)[N:5]=[C:4]([CH2:12][Cl:13])[N:3]=1.Cl.[CH3:15][O:16][C:17](=[O:23])[C@H:18]([CH:20]([CH3:22])[CH3:21])[NH2:19].C(=O)([O-])[O-].[K+].[K+]. The catalyst is C(#N)C. The product is [CH3:15][O:16][C:17](=[O:23])[C@@H:18]([NH:19][C:2]1[C:11]2[C:6](=[CH:7][CH:8]=[CH:9][CH:10]=2)[N:5]=[C:4]([CH2:12][Cl:13])[N:3]=1)[CH:20]([CH3:22])[CH3:21]. The yield is 0.810. (4) The reactants are [C:1]([C:3]1[CH:4]=[C:5]([NH:9][C:10](=[O:33])[NH:11][C:12]2[CH:17]=[CH:16][C:15]([S:18]([NH:21][CH2:22][C:23]3[CH:28]=[CH:27][C:26]([S:29](=[O:32])(=[O:31])[NH2:30])=[CH:25][CH:24]=3)(=[O:20])=[O:19])=[CH:14][CH:13]=2)[CH:6]=[CH:7][CH:8]=1)#[N:2].[CH3:34][O:35][CH2:36][CH2:37][NH:38][CH2:39][CH2:40][O:41][CH3:42]. No catalyst specified. The yield is 0.110. The product is [CH3:34][O:35][CH2:36][CH2:37][N:38]([CH2:39][CH2:40][O:41][CH3:42])[C:1](=[NH:2])[C:3]1[CH:8]=[CH:7][CH:6]=[C:5]([NH:9][C:10]([NH:11][C:12]2[CH:17]=[CH:16][C:15]([S:18](=[O:20])(=[O:19])[NH:21][CH2:22][C:23]3[CH:28]=[CH:27][C:26]([S:29](=[O:32])(=[O:31])[NH2:30])=[CH:25][CH:24]=3)=[CH:14][CH:13]=2)=[O:33])[CH:4]=1. (5) The reactants are [Cl:1][C:2]1[C:11]2[C:6](=[CH:7][C:8]([O:14][CH2:15][CH2:16][CH2:17][N:18]3[CH2:22][CH2:21][CH2:20][CH2:19]3)=[C:9]([C:12]#[N:13])[CH:10]=2)[N:5]=[CH:4][CH:3]=1.ClC1C2C(=CC(O)=C(C#N)C=2)[N:27]=[CH:26]C=1.OCCCN1CCN(C)CC1. No catalyst specified. The product is [Cl:1][C:2]1[C:11]2[C:6](=[CH:7][C:8]([O:14][CH2:15][CH2:16][CH2:17][N:18]3[CH2:22][CH2:21][N:27]([CH3:26])[CH2:20][CH2:19]3)=[C:9]([C:12]#[N:13])[CH:10]=2)[N:5]=[CH:4][CH:3]=1. The yield is 0.900. (6) The reactants are [CH3:1][O:2][C:3]1[C:4]2[CH2:5][C:6]3[CH2:10][N:9]([C@@H:11]([CH2:15][CH:16]([CH3:18])[CH3:17])[C:12]([OH:14])=O)[C:8](=[O:19])[C:7]=3[O:20][C:21]=2[CH:22]=[CH:23][CH:24]=1.[NH2:25][C:26]1[S:27][CH:28]=[CH:29][N:30]=1.ON1C2C=CC=CC=2N=N1. The catalyst is C(Cl)Cl.O. The product is [S:27]1[CH:28]=[CH:29][N:30]=[C:26]1[NH:25][C:12](=[O:14])[C@@H:11]([N:9]1[CH2:10][C:6]2[CH2:5][C:4]3[C:3]([O:2][CH3:1])=[CH:24][CH:23]=[CH:22][C:21]=3[O:20][C:7]=2[C:8]1=[O:19])[CH2:15][CH:16]([CH3:17])[CH3:18]. The yield is 0.272. (7) The reactants are [CH2:1]([C:3]1[N:13]([C:14]2[CH:19]=[CH:18][C:17]([CH2:20][CH2:21]O)=[CH:16][CH:15]=2)[C:6]2=[N:7][C:8]([CH3:12])=[CH:9][C:10]([CH3:11])=[C:5]2[N:4]=1)[CH3:2].S(Cl)([Cl:25])=O. The catalyst is C1(C)C=CC=CC=1. The product is [Cl:25][CH2:21][CH2:20][C:17]1[CH:18]=[CH:19][C:14]([N:13]2[C:6]3=[N:7][C:8]([CH3:12])=[CH:9][C:10]([CH3:11])=[C:5]3[N:4]=[C:3]2[CH2:1][CH3:2])=[CH:15][CH:16]=1. The yield is 0.900.